This data is from Reaction yield outcomes from USPTO patents with 853,638 reactions. The task is: Predict the reaction yield, written as a fraction of the theoretical maximum amount of product (1.0 means a 100% yield; for example, 0.34 means a 34% yield). The reactants are ClC1N=C(C2SC(C(C)C)=NC=2C2C=C(NS(C3C(F)=CC=CC=3F)(=O)=O)C=CC=2)C=CN=1.[Cl:34][C:35]1[N:40]=[C:39]([C:41]2[S:45][C:44]([CH:46]([CH3:48])[CH3:47])=[N:43][C:42]=2[C:49]2[CH:50]=[C:51]([CH:53]=[CH:54][CH:55]=2)[NH2:52])[CH:38]=[CH:37][N:36]=1.[F:56][C:57]1[CH:58]=[CH:59][C:60]([O:67][CH3:68])=[C:61]([S:63](Cl)(=[O:65])=[O:64])[CH:62]=1. No catalyst specified. The product is [Cl:34][C:35]1[N:40]=[C:39]([C:41]2[S:45][C:44]([CH:46]([CH3:48])[CH3:47])=[N:43][C:42]=2[C:49]2[CH:50]=[C:51]([NH:52][S:63]([C:61]3[CH:62]=[C:57]([F:56])[CH:58]=[CH:59][C:60]=3[O:67][CH3:68])(=[O:64])=[O:65])[CH:53]=[CH:54][CH:55]=2)[CH:38]=[CH:37][N:36]=1. The yield is 0.790.